This data is from Rat liver microsome stability data. The task is: Regression/Classification. Given a drug SMILES string, predict its absorption, distribution, metabolism, or excretion properties. Task type varies by dataset: regression for continuous measurements (e.g., permeability, clearance, half-life) or binary classification for categorical outcomes (e.g., BBB penetration, CYP inhibition). Dataset: rlm. (1) The drug is c1cc(-c2cc(-c3ccncc3)c3cncn3c2)c2cc[nH]c2c1. The result is 1 (stable in rat liver microsomes). (2) The result is 1 (stable in rat liver microsomes). The drug is COc1ccc(Cl)cc1C(=O)Nc1nc(-c2ccccc2)cs1. (3) The drug is COc1ccc(-c2csc(N3CCC(C(N)=O)CC3)n2)cc1OC. The result is 0 (unstable in rat liver microsomes). (4) The compound is CCOc1ccc(NC(=O)CSC2=Nc3ccccc3C3=NC(CC(=O)NCc4cccs4)C(=O)N23)cc1. The result is 1 (stable in rat liver microsomes).